Dataset: Acute oral toxicity (LD50) regression data from Zhu et al.. Task: Regression/Classification. Given a drug SMILES string, predict its toxicity properties. Task type varies by dataset: regression for continuous values (e.g., LD50, hERG inhibition percentage) or binary classification for toxic/non-toxic outcomes (e.g., AMES mutagenicity, cardiotoxicity, hepatotoxicity). Dataset: ld50_zhu. (1) The molecule is NC(=S)N=NNc1ccc(Cl)c(Cl)c1. The rat oral LD50 is 5.40, given as -log10 of the dose in mol/kg body weight (higher means more acutely toxic). (2) The drug is OC(CCCN1CCCCC1)(c1ccccc1)c1ccccc1. The rat oral LD50 is 2.58, given as -log10 of the dose in mol/kg body weight (higher means more acutely toxic). (3) The molecule is O=C(O)CCC(=O)Nc1ccc(NS(=O)(=O)c2ccc([N+](=O)[O-])cc2)cc1. The rat oral LD50 is 2.42, given as -log10 of the dose in mol/kg body weight (higher means more acutely toxic).